This data is from Full USPTO retrosynthesis dataset with 1.9M reactions from patents (1976-2016). The task is: Predict the reactants needed to synthesize the given product. Given the product [CH3:9][C:4]1[CH:5]=[N:6][CH:7]=[CH:8][C:3]=1[C:22]#[C:21][Si:18]([CH3:20])([CH3:19])[CH3:17], predict the reactants needed to synthesize it. The reactants are: Cl.Br[C:3]1[CH:8]=[CH:7][N:6]=[CH:5][C:4]=1[CH3:9].C(N(CC)CC)C.[CH3:17][Si:18]([C:21]#[CH:22])([CH3:20])[CH3:19].